This data is from Forward reaction prediction with 1.9M reactions from USPTO patents (1976-2016). The task is: Predict the product of the given reaction. (1) Given the reactants N#N.C1N=CN(C(N2C=NC=C2)=O)C=1.[NH:15]1[CH2:20][CH2:19][CH2:18][CH2:17][CH2:16]1.[C:21]([O:25][C:26]([N:28]1[CH2:33][CH2:32][C:31]([C:37]2[CH:42]=[CH:41][CH:40]=[CH:39][CH:38]=2)([C:34](O)=[O:35])[CH2:30][CH2:29]1)=[O:27])([CH3:24])([CH3:23])[CH3:22], predict the reaction product. The product is: [C:21]([O:25][C:26]([N:28]1[CH2:33][CH2:32][C:31]([C:37]2[CH:38]=[CH:39][CH:40]=[CH:41][CH:42]=2)([C:34]([N:15]2[CH2:20][CH2:19][CH2:18][CH2:17][CH2:16]2)=[O:35])[CH2:30][CH2:29]1)=[O:27])([CH3:23])([CH3:24])[CH3:22]. (2) Given the reactants O1CCCC1.C[O:7][C:8](=O)[C:9]1[CH:14]=[CH:13][C:12]([CH2:15][CH2:16][CH3:17])=[CH:11][CH:10]=1.[H-].[Al+3].[Li+].[H-].[H-].[H-].Cl, predict the reaction product. The product is: [CH2:15]([C:12]1[CH:11]=[CH:10][C:9]([CH2:8][OH:7])=[CH:14][CH:13]=1)[CH2:16][CH3:17].